This data is from Full USPTO retrosynthesis dataset with 1.9M reactions from patents (1976-2016). The task is: Predict the reactants needed to synthesize the given product. (1) Given the product [F:67][C:68]1[CH:75]=[CH:74][CH:73]=[C:72]([F:76])[C:69]=1[CH2:70][NH:71][C:30]([C:29]1[CH:33]=[CH:34][C:26]([CH2:25][N:11]([CH:8]2[CH2:9][CH2:10][N:5]([CH2:4][CH2:3][CH:2]([CH3:35])[CH3:1])[CH2:6][CH2:7]2)[C:12]([C:14]2[CH:19]=[CH:18][C:17]([CH2:20][CH2:21][CH2:22][CH2:23][CH3:24])=[CH:16][N:15]=2)=[O:13])=[CH:27][CH:28]=1)=[O:31], predict the reactants needed to synthesize it. The reactants are: [CH3:1][CH:2]([CH3:35])[CH2:3][CH2:4][N:5]1[CH2:10][CH2:9][CH:8]([N:11]([CH2:25][C:26]2[CH:34]=[CH:33][C:29]([C:30](O)=[O:31])=[CH:28][CH:27]=2)[C:12]([C:14]2[CH:19]=[CH:18][C:17]([CH2:20][CH2:21][CH2:22][CH2:23][CH3:24])=[CH:16][N:15]=2)=[O:13])[CH2:7][CH2:6]1.CN(C(ON1N=NC2C=CC=CC1=2)=[N+](C)C)C.[B-](F)(F)(F)F.CCN(C(C)C)C(C)C.[F:67][C:68]1[CH:75]=[CH:74][CH:73]=[C:72]([F:76])[C:69]=1[CH2:70][NH2:71]. (2) Given the product [C:5]1([C:3]2[N:4]=[C:15]([C:16]3[CH:22]=[CH:21][CH:20]=[CH:19][C:17]=3[OH:18])[O:1][N:2]=2)[C:14]2[C:9](=[CH:10][CH:11]=[CH:12][CH:13]=2)[CH:8]=[CH:7][N:6]=1, predict the reactants needed to synthesize it. The reactants are: [OH:1][NH:2][C:3]([C:5]1[C:14]2[C:9](=[CH:10][CH:11]=[CH:12][CH:13]=2)[CH:8]=[CH:7][N:6]=1)=[NH:4].[C:15](O)(=O)[C:16]1[C:17](=[CH:19][CH:20]=[CH:21][CH:22]=1)[OH:18]. (3) Given the product [S:2]1[CH:6]=[CH:5][CH:4]=[C:3]1[CH2:7][CH2:8][NH:9][CH:10]([C:14]1[CH:19]=[CH:18][CH:17]=[CH:16][C:15]=1[Cl:20])[C:11]([NH2:13])=[O:12], predict the reactants needed to synthesize it. The reactants are: Cl.[S:2]1[CH:6]=[CH:5][CH:4]=[C:3]1[CH2:7][CH2:8][NH:9][CH:10]([C:14]1[CH:19]=[CH:18][CH:17]=[CH:16][C:15]=1[Cl:20])[C:11]([NH2:13])=[O:12].O.[OH-].[Na+]. (4) Given the product [C:12]([C:2]1[CH:3]=[CH:4][C:5]([C:8]([O:10][CH3:11])=[O:9])=[N:6][CH:7]=1)#[C:13][CH3:14], predict the reactants needed to synthesize it. The reactants are: Br[C:2]1[CH:3]=[CH:4][C:5]([C:8]([O:10][CH3:11])=[O:9])=[N:6][CH:7]=1.[CH2:12]([Sn](CCCC)(CCCC)C#CC)[CH2:13][CH2:14]C. (5) Given the product [C:2]([C:4]12[N:10]([C:11]([O:13][CH2:14][C:15]3[CH:16]=[CH:17][CH:18]=[CH:19][CH:20]=3)=[O:12])[CH:7]([CH2:8][CH2:9]1)[CH2:6][CH2:5]2)#[N:1], predict the reactants needed to synthesize it. The reactants are: [NH2:1][C:2]([C:4]12[N:10]([C:11]([O:13][CH2:14][C:15]3[CH:20]=[CH:19][CH:18]=[CH:17][CH:16]=3)=[O:12])[CH:7]([CH2:8][CH2:9]1)[CH2:6][CH2:5]2)=O.CCN(CC)CC.FC(F)(F)C(OC(=O)C(F)(F)F)=O. (6) Given the product [CH2:2]1[NH:7][CH2:6][CH2:5][N:4]2[CH2:9][CH2:10][CH2:11][CH2:12][C@H:3]12, predict the reactants needed to synthesize it. The reactants are: O=[C:2]1[NH:7][CH2:6][C:5](=O)[N:4]2[CH2:9][CH2:10][CH2:11][CH2:12][C@H:3]12.[H-].[Al+3].[Li+].[H-].[H-].[H-].O.[OH-].[Na+].